This data is from Peptide-MHC class II binding affinity with 134,281 pairs from IEDB. The task is: Regression. Given a peptide amino acid sequence and an MHC pseudo amino acid sequence, predict their binding affinity value. This is MHC class II binding data. (1) The peptide sequence is AETAVNTLFEKLEPM. The MHC is HLA-DQA10101-DQB10501 with pseudo-sequence HLA-DQA10101-DQB10501. The binding affinity (normalized) is 0.377. (2) The peptide sequence is GTLHDKKSMGDDHFW. The MHC is DRB1_1001 with pseudo-sequence DRB1_1001. The binding affinity (normalized) is 0.382. (3) The peptide sequence is RMRRPTGKVTLEADV. The MHC is HLA-DQA10102-DQB10501 with pseudo-sequence HLA-DQA10102-DQB10501. The binding affinity (normalized) is 0.274. (4) The peptide sequence is SLLMWITQCFLPV. The MHC is HLA-DPA10201-DPB10101 with pseudo-sequence HLA-DPA10201-DPB10101. The binding affinity (normalized) is 0.805. (5) The peptide sequence is AQLGYTIRQLERLLQ. The MHC is HLA-DPA10201-DPB10501 with pseudo-sequence HLA-DPA10201-DPB10501. The binding affinity (normalized) is 0.613. (6) The MHC is HLA-DQA10501-DQB10201 with pseudo-sequence HLA-DQA10501-DQB10201. The peptide sequence is MIRIIAQGPKATFEA. The binding affinity (normalized) is 0.299.